From a dataset of Full USPTO retrosynthesis dataset with 1.9M reactions from patents (1976-2016). Predict the reactants needed to synthesize the given product. (1) The reactants are: [CH2:1]([O:3][C:4]([C:6]1([CH2:19][CH2:20][CH:21]=C)[CH2:11][CH2:10][N:9]([C:12]([O:14][C:15]([CH3:18])([CH3:17])[CH3:16])=[O:13])[CH2:8][CH2:7]1)=[O:5])[CH3:2].CC([OH:26])C. Given the product [CH2:1]([O:3][C:4]([C:6]1([CH2:19][CH2:20][CH:21]=[O:26])[CH2:11][CH2:10][N:9]([C:12]([O:14][C:15]([CH3:18])([CH3:16])[CH3:17])=[O:13])[CH2:8][CH2:7]1)=[O:5])[CH3:2], predict the reactants needed to synthesize it. (2) Given the product [ClH:43].[ClH:42].[NH2:1][C:2]1[N:7]=[CH:6][N:5]=[C:4]2[N:8]([CH:29]3[CH2:34][CH2:33][NH:32][CH2:31][CH2:30]3)[N:9]=[C:10]([C:11]3[CH:16]=[CH:15][C:14]([NH:17][C:18]([NH:20][C:21]4[CH:26]=[CH:25][CH:24]=[C:23]([CH3:27])[CH:22]=4)=[O:19])=[C:13]([F:28])[CH:12]=3)[C:3]=12, predict the reactants needed to synthesize it. The reactants are: [NH2:1][C:2]1[N:7]=[CH:6][N:5]=[C:4]2[N:8]([CH:29]3[CH2:34][CH2:33][N:32](C(OC(C)(C)C)=O)[CH2:31][CH2:30]3)[N:9]=[C:10]([C:11]3[CH:16]=[CH:15][C:14]([NH:17][C:18]([NH:20][C:21]4[CH:22]=[C:23]([CH3:27])[CH:24]=[CH:25][CH:26]=4)=[O:19])=[C:13]([F:28])[CH:12]=3)[C:3]=12.[ClH:42].[Cl:43]CCl. (3) Given the product [Cl:7][C:5]1[N:6]=[C:2]([C:15]2[CH:14]=[N:13][CH:18]=[CH:17][CH:16]=2)[S:3][C:4]=1[C:8]([N:10]([CH3:12])[CH3:11])=[O:9], predict the reactants needed to synthesize it. The reactants are: Cl[C:2]1[S:3][C:4]([C:8]([N:10]([CH3:12])[CH3:11])=[O:9])=[C:5]([Cl:7])[N:6]=1.[N:13]1[CH:18]=[CH:17][CH:16]=[C:15](B(O)O)[CH:14]=1.C(=O)([O-])[O-].[K+].[K+]. (4) Given the product [CH:8]1([C:12]([C:14]2[CH:42]=[CH:41][C:17]([O:18][C@@H:19]([C:22]3[O:26][N:25]=[C:24]([C:27]4[CH:39]=[CH:38][C:30]([C:31]([OH:33])=[O:32])=[C:29]([F:40])[CH:28]=4)[N:23]=3)[CH2:20][CH3:21])=[CH:16][CH:15]=2)=[O:13])[CH2:11][CH2:10][CH2:9]1, predict the reactants needed to synthesize it. The reactants are: FC(F)(F)C(O)=O.[CH:8]1([C:12]([C:14]2[CH:42]=[CH:41][C:17]([O:18][C@@H:19]([C:22]3[O:26][N:25]=[C:24]([C:27]4[CH:39]=[CH:38][C:30]([C:31]([O:33]C(C)(C)C)=[O:32])=[C:29]([F:40])[CH:28]=4)[N:23]=3)[CH2:20][CH3:21])=[CH:16][CH:15]=2)=[O:13])[CH2:11][CH2:10][CH2:9]1.